The task is: Predict the reactants needed to synthesize the given product.. This data is from Full USPTO retrosynthesis dataset with 1.9M reactions from patents (1976-2016). (1) Given the product [CH3:22][N:17]1[C:16]2[CH:23]=[CH:24][CH:25]=[CH:26][C:15]=2[C@:14]([C@H:10]([O:9][C:4]2[N:3]=[C:2]([CH3:1])[CH:7]=[C:6]([CH3:8])[N:5]=2)[C:11]([OH:13])=[O:12])([C:27]2[CH:28]=[CH:29][CH:30]=[CH:31][CH:32]=2)[N:20]([CH3:33])[CH2:19][C:18]1=[O:21], predict the reactants needed to synthesize it. The reactants are: [CH3:1][C:2]1[CH:7]=[C:6]([CH3:8])[N:5]=[C:4]([O:9][C@@H:10]([C@@:14]2([C:27]3[CH:32]=[CH:31][CH:30]=[CH:29][CH:28]=3)[NH:20][CH2:19][C:18](=[O:21])[N:17]([CH3:22])[C:16]3[CH:23]=[CH:24][CH:25]=[CH:26][C:15]2=3)[C:11]([OH:13])=[O:12])[N:3]=1.[CH3:33]O. (2) Given the product [ClH:2].[Cl-:14].[NH2:16][C:17]1[C:18]([CH2:24][N+:6]2[C:7]([CH3:10])=[C:8]([CH2:28][CH2:27][OH:26])[S:12][CH:5]=2)=[N:19][CH:20]=[C:21]([CH3:23])[N:22]=1, predict the reactants needed to synthesize it. The reactants are: Cl.[Cl:2]CC1[C:5](N)=[N:6][C:7]([CH3:10])=[CH:8]N=1.[S:12](Cl)([Cl:14])=O.[NH2:16][C:17]1[C:18]([CH2:24]O)=[N:19][CH:20]=[C:21]([CH3:23])[N:22]=1.[O:26]1CC[CH2:28][CH2:27]1. (3) Given the product [ClH:1].[Cl:1][C:2]1[CH:3]=[C:4]([NH:9][C:10]2[C:19]3[C:14](=[CH:15][C:16]([O:22][CH:23]4[CH2:37][C@@H:26]5[CH2:27][NH:28][CH2:29][C@@H:25]5[CH2:24]4)=[C:17]([O:20][CH3:21])[CH:18]=3)[N:13]=[CH:12][N:11]=2)[CH:5]=[CH:6][C:7]=1[Cl:8], predict the reactants needed to synthesize it. The reactants are: [Cl:1][C:2]1[CH:3]=[C:4]([NH:9][C:10]2[C:19]3[C:14](=[CH:15][C:16]([O:22][CH:23]4[CH2:37][C@@H:26]5[CH2:27][N:28](C(OC(C)(C)C)=O)[CH2:29][C@@H:25]5[CH2:24]4)=[C:17]([O:20][CH3:21])[CH:18]=3)[N:13]=[CH:12][N:11]=2)[CH:5]=[CH:6][C:7]=1[Cl:8].Cl. (4) Given the product [Br:19][C:11]1[S:10][C:9]([NH:8][C:6]2[CH:5]=[C:4]([CH3:14])[N:3]=[C:2]([CH3:1])[N:7]=2)=[N:13][CH:12]=1, predict the reactants needed to synthesize it. The reactants are: [CH3:1][C:2]1[N:7]=[C:6]([NH:8][C:9]2[S:10][CH:11]=[CH:12][N:13]=2)[CH:5]=[C:4]([CH3:14])[N:3]=1.C(Cl)(Cl)Cl.[Br:19]N1C(=O)CCC1=O. (5) Given the product [C:1]1([CH:7]([C:16]2[CH:17]=[CH:18][C:19]([F:22])=[CH:20][CH:21]=2)[CH2:8][CH2:9][OH:10])[CH:2]=[CH:3][CH:4]=[CH:5][CH:6]=1, predict the reactants needed to synthesize it. The reactants are: [C:1]1([CH:7]([C:16]2[CH:21]=[CH:20][C:19]([F:22])=[CH:18][CH:17]=2)[CH2:8][C:9](OC(C)(C)C)=[O:10])[CH:6]=[CH:5][CH:4]=[CH:3][CH:2]=1.[H-].[H-].[H-].[H-].[Li+].[Al+3]. (6) Given the product [Cl:1][C:2]1[CH:3]=[C:4]([C:8]2[N:9]=[C:10]([CH:13]3[O:18][CH2:17][CH2:16][NH:15][CH2:14]3)[NH:11][CH:12]=2)[CH:5]=[CH:6][CH:7]=1, predict the reactants needed to synthesize it. The reactants are: [Cl:1][C:2]1[CH:3]=[C:4]([C:8]2[N:9]=[C:10]([CH:13]3[O:18][CH2:17][CH2:16][N:15](CC4C=CC=CC=4)[CH2:14]3)[NH:11][CH:12]=2)[CH:5]=[CH:6][CH:7]=1.Cl.